From a dataset of Peptide-MHC class I binding affinity with 185,985 pairs from IEDB/IMGT. Regression. Given a peptide amino acid sequence and an MHC pseudo amino acid sequence, predict their binding affinity value. This is MHC class I binding data. (1) The peptide sequence is TSCAPMMQK. The MHC is HLA-A02:16 with pseudo-sequence HLA-A02:16. The binding affinity (normalized) is 0.0847. (2) The peptide sequence is VLNRHAITMY. The MHC is HLA-A03:01 with pseudo-sequence HLA-A03:01. The binding affinity (normalized) is 0.580. (3) The peptide sequence is STYYVHENK. The MHC is HLA-A03:01 with pseudo-sequence HLA-A03:01. The binding affinity (normalized) is 0.848. (4) The peptide sequence is RTLHPFGCK. The MHC is HLA-B57:01 with pseudo-sequence HLA-B57:01. The binding affinity (normalized) is 0.0847. (5) The peptide sequence is LLLCLIFLL. The MHC is Patr-A0701 with pseudo-sequence Patr-A0701. The binding affinity (normalized) is 0.366. (6) The peptide sequence is AAVYNRHIL. The MHC is H-2-Kb with pseudo-sequence H-2-Kb. The binding affinity (normalized) is 0.182. (7) The peptide sequence is HDWLMDSPM. The MHC is HLA-B44:02 with pseudo-sequence HLA-B44:02. The binding affinity (normalized) is 0.134. (8) The peptide sequence is ADYISSEATTPV. The MHC is Patr-A0901 with pseudo-sequence Patr-A0901. The binding affinity (normalized) is 0.294.